Dataset: Reaction yield outcomes from USPTO patents with 853,638 reactions. Task: Predict the reaction yield, written as a fraction of the theoretical maximum amount of product (1.0 means a 100% yield; for example, 0.34 means a 34% yield). (1) The reactants are [C:1]1([C@@H:7]2[CH2:10][C@H:9]([OH:11])[CH2:8]2)[CH:6]=[CH:5][CH:4]=[CH:3][CH:2]=1.C1(P(C2C=CC=CC=2)C2C=CC=CC=2)C=CC=CC=1.[C:31](O)(=[O:38])[C:32]1[CH:37]=[CH:36][CH:35]=[CH:34][CH:33]=1.N(C(OCC)=O)=NC(OCC)=O. No catalyst specified. The product is [C:31]([O:11][C@H:9]1[CH2:8][C@H:7]([C:1]2[CH:6]=[CH:5][CH:4]=[CH:3][CH:2]=2)[CH2:10]1)(=[O:38])[C:32]1[CH:37]=[CH:36][CH:35]=[CH:34][CH:33]=1. The yield is 0.860. (2) The reactants are [F:1][C:2]([F:31])([F:30])[C:3]1[CH:4]=[C:5]([CH:23]=[C:24]([C:26]([F:29])([F:28])[F:27])[CH:25]=1)[CH2:6][O:7][C:8]([N:10]1[CH2:16][CH2:15][CH2:14][N:13]2[N:17]=[C:18]([C:20](O)=[O:21])[CH:19]=[C:12]2[CH2:11]1)=[O:9].O=S(Cl)Cl.C[Si]([CH:40]=[N+:41]=[N-:42])(C)C.C1COCC1. The catalyst is C(Cl)Cl. The product is [N+:41](=[CH:40][C:20]([C:18]1[CH:19]=[C:12]2[CH2:11][N:10]([C:8]([O:7][CH2:6][C:5]3[CH:23]=[C:24]([C:26]([F:27])([F:28])[F:29])[CH:25]=[C:3]([C:2]([F:1])([F:30])[F:31])[CH:4]=3)=[O:9])[CH2:16][CH2:15][CH2:14][N:13]2[N:17]=1)=[O:21])=[N-:42]. The yield is 0.570. (3) The reactants are [NH2:1][C:2]1[CH:7]=[CH:6][C:5]([CH2:8][C:9]([OH:11])=[O:10])=[CH:4][CH:3]=1.[C:12]([O:16][C:17](O[C:17]([O:16][C:12]([CH3:15])([CH3:14])[CH3:13])=[O:18])=[O:18])([CH3:15])([CH3:14])[CH3:13]. The product is [C:12]([O:16][C:17]([NH:1][C:2]1[CH:3]=[CH:4][C:5]([CH2:8][C:9]([OH:11])=[O:10])=[CH:6][CH:7]=1)=[O:18])([CH3:15])([CH3:14])[CH3:13]. The catalyst is C1COCC1.O. The yield is 0.870. (4) The product is [CH2:29]([N:19]([CH2:18][CH2:17][CH2:16][N:8]([CH2:7][C:4]1[CH:3]=[CH:2][CH:1]=[CH:6][CH:5]=1)[CH2:58][C:57]1[CH:60]=[CH:61][C:54]([C:49]2[CH:50]=[CH:51][CH:52]=[CH:53][N:48]=2)=[CH:55][CH:56]=1)[C:20](=[O:21])[O:22][CH2:23][C:24]1[S:28][CH:27]=[N:26][CH:25]=1)[C:30]1[CH:35]=[CH:34][CH:33]=[CH:32][CH:31]=1. No catalyst specified. The reactants are [C:1]1(C2C=CC=CC=2)[CH:6]=[CH:5][C:4]([CH2:7][N:8]([CH2:16][CH2:17][CH2:18][N:19]([CH2:29][C:30]2[CH:35]=[CH:34][C:33](C3C=CC=CC=3)=[CH:32][CH:31]=2)[C:20]([O:22][CH2:23][C:24]2[S:28][CH:27]=[N:26][CH:25]=2)=[O:21])C(=O)OC(C)(C)C)=[CH:3][CH:2]=1.[N:48]1[CH:53]=[CH:52][CH:51]=[CH:50][C:49]=1[C:54]1[CH:61]=[CH:60][C:57]([CH:58]=O)=[CH:56][CH:55]=1.CC(O)=O. The yield is 0.840. (5) The reactants are [O:1]1[CH2:6][CH2:5][CH:4]([CH:7]2[C:16]3[C:11](=[CH:12][CH:13]=[CH:14][CH:15]=3)[NH:10][C:9](=O)[CH2:8]2)[CH2:3][CH2:2]1.O1CCCC1.B. The catalyst is C1COCC1. The product is [O:1]1[CH2:6][CH2:5][CH:4]([CH:7]2[C:16]3[C:11](=[CH:12][CH:13]=[CH:14][CH:15]=3)[NH:10][CH2:9][CH2:8]2)[CH2:3][CH2:2]1. The yield is 0.440. (6) The reactants are [F:1][C:2]1[CH:3]=[C:4]2[C:8](=[C:9]([F:11])[CH:10]=1)[NH:7][CH:6]=[C:5]2[CH2:12][CH:13]([NH:16][C:17]([C:19]1[CH:20]=[C:21]([C:31]2[CH:36]=[CH:35][C:34]([C:37](=[O:40])[NH:38][CH3:39])=[C:33]([Cl:41])[CH:32]=2)[CH:22]=[C:23]2[C:28]=1[O:27][C:26]([CH3:30])([CH3:29])[CH:25]=[CH:24]2)=[O:18])[CH2:14][OH:15]. The catalyst is [Pd].CO. The product is [F:1][C:2]1[CH:3]=[C:4]2[C:8](=[C:9]([F:11])[CH:10]=1)[NH:7][CH:6]=[C:5]2[CH2:12][CH:13]([NH:16][C:17]([C:19]1[CH:20]=[C:21]([C:31]2[CH:36]=[CH:35][C:34]([C:37](=[O:40])[NH:38][CH3:39])=[C:33]([Cl:41])[CH:32]=2)[CH:22]=[C:23]2[C:28]=1[O:27][C:26]([CH3:30])([CH3:29])[CH2:25][CH2:24]2)=[O:18])[CH2:14][OH:15]. The yield is 0.680. (7) The reactants are [NH:1]([S:8]([CH2:11][CH2:12][CH2:13][CH2:14][CH2:15][C:16]([O:18][CH2:19][CH3:20])=[O:17])(=[O:10])=[O:9])[C:2]1[CH:7]=[CH:6][CH:5]=[CH:4][CH:3]=1.[H-].[Na+].[CH2:23](Br)[C:24]1[CH:29]=[CH:28][CH:27]=[CH:26][CH:25]=1.O. The catalyst is COCCOC. The product is [CH2:23]([N:1]([S:8]([CH2:11][CH2:12][CH2:13][CH2:14][CH2:15][C:16]([O:18][CH2:19][CH3:20])=[O:17])(=[O:10])=[O:9])[C:2]1[CH:3]=[CH:4][CH:5]=[CH:6][CH:7]=1)[C:24]1[CH:29]=[CH:28][CH:27]=[CH:26][CH:25]=1. The yield is 0.500. (8) No catalyst specified. The reactants are [F:1][C:2]1[CH:7]=[CH:6][C:5]([C:8]2[O:9][CH:10]=[C:11]([C:13]([CH3:17])([CH3:16])[CH2:14][NH2:15])[N:12]=2)=[CH:4][CH:3]=1.[F:18][C:19]1[CH:27]=[CH:26][C:25]([C:28]2[N:32]=[C:31]([C:33]([F:36])([F:35])[F:34])[O:30][N:29]=2)=[CH:24][C:20]=1[C:21](O)=[O:22]. The product is [F:18][C:19]1[CH:27]=[CH:26][C:25]([C:28]2[N:32]=[C:31]([C:33]([F:36])([F:34])[F:35])[O:30][N:29]=2)=[CH:24][C:20]=1[C:21]([NH:15][CH2:14][C:13]([C:11]1[N:12]=[C:8]([C:5]2[CH:4]=[CH:3][C:2]([F:1])=[CH:7][CH:6]=2)[O:9][CH:10]=1)([CH3:17])[CH3:16])=[O:22]. The yield is 0.320. (9) The reactants are [Si]([O:8][CH2:9][C@H:10]([NH:20][S@@:21]([C:23]([CH3:26])([CH3:25])[CH3:24])=[O:22])[C:11]1[CH:16]=[CH:15][C:14]([S:17][CH2:18][CH3:19])=[CH:13][CH:12]=1)(C(C)(C)C)(C)C.CCCC[N+](CCCC)(CCCC)CCCC.[F-]. The catalyst is C1COCC1. The product is [CH2:18]([S:17][C:14]1[CH:13]=[CH:12][C:11]([C@@H:10]([NH:20][S@@:21]([C:23]([CH3:24])([CH3:26])[CH3:25])=[O:22])[CH2:9][OH:8])=[CH:16][CH:15]=1)[CH3:19]. The yield is 0.800. (10) The reactants are [CH2:1]([C:3]1[C:4]([NH:11][CH:12]([CH2:15][CH3:16])[CH2:13][CH3:14])=[N:5][C:6]([CH2:9][CH3:10])=[CH:7][N:8]=1)[CH3:2].C1C(=O)N([I:24])C(=O)C1. The catalyst is CN(C=O)C. The product is [CH2:1]([C:3]1[C:4]([NH:11][CH:12]([CH2:15][CH3:16])[CH2:13][CH3:14])=[N:5][C:6]([CH2:9][CH3:10])=[C:7]([I:24])[N:8]=1)[CH3:2]. The yield is 0.740.